Dataset: Reaction yield outcomes from USPTO patents with 853,638 reactions. Task: Predict the reaction yield, written as a fraction of the theoretical maximum amount of product (1.0 means a 100% yield; for example, 0.34 means a 34% yield). (1) The reactants are [O:1]1[C@@H:7]2[C@@H:2]1[C:3]([CH3:18])([CH3:17])[O:4][C:5]1[CH:11]=[C:10]([N+:12]([O-:14])=[O:13])[C:9]([O:15][CH3:16])=[CH:8][C:6]=12.Cl([O-])(=O)(=O)=O.[Li+].[Cl-].[NH4+:26]. The catalyst is O1CCOCC1. The product is [CH3:16][O:15][C:9]1[C:10]([N+:12]([O-:14])=[O:13])=[CH:11][C:5]2[O:4][C:3]([CH3:18])([CH3:17])[C@H:2]([OH:1])[C@@H:7]([NH:26][CH2:2][CH2:7][C:6]3[CH:8]=[CH:9][CH:10]=[CH:11][CH:5]=3)[C:6]=2[CH:8]=1. The yield is 1.00. (2) The reactants are [CH3:1][C:2]1[CH:3]=[C:4]([CH2:9][N:10]2[C:14]3[CH:15]=[C:16]([N:23]4[CH2:28][CH2:27][O:26][CH2:25][CH2:24]4)[CH:17]=[C:18]([C:19]([O:21]C)=[O:20])[C:13]=3[N:12]=[C:11]2[CH3:29])[CH:5]=[CH:6][C:7]=1[CH3:8].[OH-].[Li+]. The catalyst is O1CCCC1. The product is [CH3:1][C:2]1[CH:3]=[C:4]([CH2:9][N:10]2[C:14]3[CH:15]=[C:16]([N:23]4[CH2:24][CH2:25][O:26][CH2:27][CH2:28]4)[CH:17]=[C:18]([C:19]([OH:21])=[O:20])[C:13]=3[N:12]=[C:11]2[CH3:29])[CH:5]=[CH:6][C:7]=1[CH3:8]. The yield is 0.660. (3) The reactants are C(OC[C:6]1[CH:11]=[C:10]([C:12]2[CH2:16][C:15]([C:21]3[CH:26]=[C:25]([Cl:27])[CH:24]=[C:23]([Cl:28])[CH:22]=3)([C:17]([F:20])([F:19])[F:18])[O:14][N:13]=2)[CH:9]=[CH:8][C:7]=1[B:29]1[O:33]C(C)(C)[C:31](C)(C)[O:30]1)(=O)C.O[Li].O.Cl. The catalyst is C1COCC1.O.CC(=O)OCC.Cl.CCO.O. The product is [Cl:27][C:25]1[CH:26]=[C:21]([C:15]2([C:17]([F:19])([F:20])[F:18])[O:14][N:13]=[C:12]([C:10]3[CH:9]=[CH:8][C:7]4[B:29]([OH:33])[O:30][CH2:31][C:6]=4[CH:11]=3)[CH2:16]2)[CH:22]=[C:23]([Cl:28])[CH:24]=1. The yield is 0.270. (4) The reactants are I[C:2]1[C:6]2=[N:7][CH:8]=[C:9]([C:11]3[C:12]([CH3:17])=[N:13][O:14][C:15]=3[CH3:16])[CH:10]=[C:5]2[N:4]([CH:18]([C:20]2[CH:25]=[CH:24][CH:23]=[CH:22][CH:21]=2)[CH3:19])[CH:3]=1.[O:26]1[CH2:31][CH2:30][CH2:29][CH2:28][CH:27]1[N:32]1[C:36](B(O)O)=[CH:35][C:34]([C:40]([F:43])([F:42])[F:41])=[N:33]1.C(=O)([O-])[O-].[K+].[K+]. The catalyst is C(#N)C.O.C1C=CC(P(C2C=CC=CC=2)[C-]2C=CC=C2)=CC=1.C1C=CC(P(C2C=CC=CC=2)[C-]2C=CC=C2)=CC=1.Cl[Pd]Cl.[Fe+2]. The product is [CH3:17][C:12]1[C:11]([C:9]2[CH:10]=[C:5]3[N:4]([CH:18]([C:20]4[CH:25]=[CH:24][CH:23]=[CH:22][CH:21]=4)[CH3:19])[CH:3]=[C:2]([C:36]4[N:32]([CH:27]5[CH2:28][CH2:29][CH2:30][CH2:31][O:26]5)[N:33]=[C:34]([C:40]([F:43])([F:41])[F:42])[CH:35]=4)[C:6]3=[N:7][CH:8]=2)=[C:15]([CH3:16])[O:14][N:13]=1. The yield is 0.856. (5) The reactants are [OH:1][C:2]1[CH:7]=[CH:6][N:5]([C:8]2[S:9][C:10]([C:14]([O:16][CH2:17][CH3:18])=[O:15])=[C:11]([CH3:13])[N:12]=2)[C:4](=[O:19])[CH:3]=1.[H-].[Na+].Br[CH2:23][C:24]1[O:25][C:26]([C:29]([F:32])([F:31])[F:30])=[CH:27][CH:28]=1. The catalyst is CN(C)C=O. The product is [CH3:13][C:11]1[N:12]=[C:8]([N:5]2[CH:6]=[CH:7][C:2]([O:1][CH2:23][C:24]3[O:25][C:26]([C:29]([F:32])([F:31])[F:30])=[CH:27][CH:28]=3)=[CH:3][C:4]2=[O:19])[S:9][C:10]=1[C:14]([O:16][CH2:17][CH3:18])=[O:15]. The yield is 0.680. (6) The reactants are Br[C:2]1[N:7]=[N:6][C:5]([NH2:8])=[N:4][C:3]=1[C:9]1[CH:14]=[CH:13][CH:12]=[CH:11][CH:10]=1.[Cl:15][C:16]1[CH:17]=[CH:18][C:19]([O:25][CH3:26])=[C:20](B(O)O)[CH:21]=1. No catalyst specified. The product is [Cl:15][C:16]1[CH:21]=[CH:20][C:19]([O:25][CH3:26])=[C:18]([C:2]2[N:7]=[N:6][C:5]([NH2:8])=[N:4][C:3]=2[C:9]2[CH:14]=[CH:13][CH:12]=[CH:11][CH:10]=2)[CH:17]=1. The yield is 0.220. (7) The reactants are [OH:1][C:2]1[CH:14]=[CH:13][C:5]2[N:6]=[C:7]([C:9]([O:11]C)=[O:10])[S:8][C:4]=2[CH:3]=1.[OH-].[Na+].Cl. No catalyst specified. The product is [OH:1][C:2]1[CH:14]=[CH:13][C:5]2[N:6]=[C:7]([C:9]([OH:11])=[O:10])[S:8][C:4]=2[CH:3]=1. The yield is 0.990.